Dataset: Reaction yield outcomes from USPTO patents with 853,638 reactions. Task: Predict the reaction yield, written as a fraction of the theoretical maximum amount of product (1.0 means a 100% yield; for example, 0.34 means a 34% yield). The reactants are [F:1][C:2]1[CH:9]=[C:8]([I:10])[CH:7]=[CH:6][C:3]=1[CH2:4]Br.O.[C-:12]#[N:13].[Na+]. The product is [F:1][C:2]1[CH:9]=[C:8]([I:10])[CH:7]=[CH:6][C:3]=1[CH2:4][C:12]#[N:13]. The catalyst is C(O)C. The yield is 0.960.